This data is from Full USPTO retrosynthesis dataset with 1.9M reactions from patents (1976-2016). The task is: Predict the reactants needed to synthesize the given product. (1) The reactants are: [Br:1][C:2]1[CH:3]=[CH:4][C:5]2[O:9][C:8]([C:10](=[O:12])[NH2:11])=[C:7]([NH:13][C:14]([CH:16]3[CH2:19]N(C(OC(C)(C)C)=O)[CH2:17]3)=[O:15])[C:6]=2[CH:27]=1.[C:28]([O:32][C:33]([N:35]1[CH2:44][CH2:43][C:42]2[C:37](=[CH:38]C=C(C(O)=O)C=2)[CH2:36]1)=[O:34])([CH3:31])([CH3:30])[CH3:29].C(N1CC(C(O)=O)C1)(OC(C)(C)C)=O. Given the product [Br:1][C:2]1[CH:3]=[CH:4][C:5]2[O:9][C:8]([C:10](=[O:12])[NH2:11])=[C:7]([NH:13][C:14]([C:16]3[CH:17]=[C:42]4[C:37](=[CH:38][CH:19]=3)[CH2:36][N:35]([C:33]([O:32][C:28]([CH3:31])([CH3:30])[CH3:29])=[O:34])[CH2:44][CH2:43]4)=[O:15])[C:6]=2[CH:27]=1, predict the reactants needed to synthesize it. (2) Given the product [CH3:1][O:2][C:3](=[O:12])[C:4]1[CH:9]=[CH:8][C:7]([N:13]2[CH2:18][CH2:17][O:16][CH2:15][CH2:14]2)=[CH:6][C:5]=1[Cl:11], predict the reactants needed to synthesize it. The reactants are: [CH3:1][O:2][C:3](=[O:12])[C:4]1[CH:9]=[CH:8][C:7](F)=[CH:6][C:5]=1[Cl:11].[NH:13]1[CH2:18][CH2:17][O:16][CH2:15][CH2:14]1.C(=O)([O-])[O-].[K+].[K+]. (3) The reactants are: CN(C)[C@H]1C[C@@H](C)O[C@@H]([O:10][C@@H:11]2[C@@H:25]([CH3:26])[C@H:24]([OH:27])[C@@H:23]([CH3:28])[C:22](=[O:29])[O:21][C@H:20]([CH2:30][CH3:31])[C@:19]([OH:33])([CH3:32])[C@H:18]([OH:34])[C@@H:17]([CH3:35])[NH:16][CH2:15][C@H:14]([CH3:36])[CH2:13][C@:12]2([OH:38])[CH3:37])[C@@H]1O.Cl.[OH-].[Na+]. Given the product [CH2:30]([C@@H:20]1[C@:19]([OH:33])([CH3:32])[C@H:18]([OH:34])[C@@H:17]([CH3:35])[NH:16][CH2:15][C@H:14]([CH3:36])[CH2:13][C@:12]([OH:38])([CH3:37])[C@H:11]([OH:10])[C@@H:25]([CH3:26])[C@H:24]([OH:27])[C@@H:23]([CH3:28])[C:22](=[O:29])[O:21]1)[CH3:31], predict the reactants needed to synthesize it. (4) Given the product [F:68][C:69]1([F:75])[CH2:74][CH2:73][N:72]([C:2]2[C:7]3=[N:8][C:9]([C:12]([O:14][CH3:15])=[O:13])=[CH:10][N:11]=[C:6]3[CH:5]=[N:4][CH:3]=2)[CH2:71][CH2:70]1, predict the reactants needed to synthesize it. The reactants are: Br[C:2]1[C:7]2=[N:8][C:9]([C:12]([O:14][CH3:15])=[O:13])=[CH:10][N:11]=[C:6]2[CH:5]=[N:4][CH:3]=1.C(=O)([O-])[O-].[Cs+].[Cs+].C1(P(C2C=CC=CC=2)C2C=CC3C(=CC=CC=3)C=2C2C3C(=CC=CC=3)C=CC=2P(C2C=CC=CC=2)C2C=CC=CC=2)C=CC=CC=1.[F:68][C:69]1([F:75])[CH2:74][CH2:73][NH:72][CH2:71][CH2:70]1. (5) Given the product [CH3:23][C@@:12]12[C:21](=[O:22])[CH2:20][CH2:19][C@H:13]1[C@@H:14]1[CH2:15][CH:16]=[C:17]3[CH2:18][C@@H:5]([OH:4])[CH2:6][CH2:7][C@:8]3([CH3:24])[C@H:9]1[CH2:10][CH2:11]2, predict the reactants needed to synthesize it. The reactants are: CC([O:4][CH:5]1[CH2:18][C:17]2[C:8]([CH3:24])([CH:9]3[CH:14]([CH2:15][CH:16]=2)[CH:13]2[CH2:19][CH2:20][C:21](=[O:22])[C:12]2([CH3:23])[CH2:11][CH2:10]3)[CH2:7][CH2:6]1)=O.C(=O)([O-])[O-].[K+].[K+].C. (6) Given the product [CH2:74]([CH:53]([CH2:54][CH2:55][CH2:56][CH2:57][CH2:58][CH2:59]/[CH:60]=[CH:61]\[CH2:62][CH2:63][CH2:64][CH2:65][CH2:66][CH2:67][CH2:68][CH3:69])[C:52]([OH:71])=[O:70])[CH2:75][CH2:76][CH2:77][CH2:89][CH2:90][CH2:88][CH2:86][CH2:87][CH2:39][CH2:38][CH3:37].[OH:36][CH2:37][CH:38]([CH2:39][OH:40])[OH:41].[OH:36][CH2:37][CH:38]([CH2:39][OH:40])[OH:41].[OH:36][CH2:37][CH:38]([CH2:39][OH:40])[OH:41].[OH:36][CH2:37][CH:38]([CH2:39][OH:40])[OH:41].[OH:36][CH2:37][CH:38]([CH2:39][OH:40])[OH:41].[OH:36][CH2:37][CH:38]([CH2:39][OH:40])[OH:41].[OH:36][CH2:37][CH:38]([CH2:39][OH:40])[OH:41].[OH:36][CH2:37][CH:38]([CH2:39][OH:40])[OH:41].[OH:36][CH2:37][CH:38]([CH2:39][OH:40])[OH:41].[OH:36][CH2:37][CH:38]([CH2:39][OH:40])[OH:41], predict the reactants needed to synthesize it. The reactants are: C(O)C(O)C[O:36][CH2:37][CH:38]([OH:41])[CH2:39][O:40]CC(O)C[O:36][CH2:37][CH:38]([OH:41])[CH2:39][O:40]CC(O)C[O:36][CH2:37][CH:38]([OH:41])[CH2:39][O:40]CC(O)C[O:36][CH2:37][CH:38]([OH:41])[CH2:39][O:40]CC(O)C[O:36][CH2:37][CH:38]([OH:41])[CH2:39][OH:40].[C:52]([OH:71])(=[O:70])[CH2:53][CH2:54][CH2:55][CH2:56][CH2:57][CH2:58][CH2:59]/[CH:60]=[CH:61]\[CH2:62][CH2:63][CH2:64][CH2:65][CH2:66][CH2:67][CH2:68][CH3:69].ON1[C:77](=O)[CH2:76][CH2:75][C:74]1=O.CC(N=C=N[CH:86]([CH3:88])[CH3:87])C.[CH2:89]1COC[CH2:90]1. (7) Given the product [NH2:14][CH2:15][CH:16]1[C:24]2[C:19](=[CH:20][C:21]([O:25][C:26]3[CH:31]=[CH:30][C:29]([C:32]([NH2:33])=[O:34])=[CH:28][N:27]=3)=[CH:22][CH:23]=2)[CH2:18][CH2:17]1, predict the reactants needed to synthesize it. The reactants are: C(O)(C(F)(F)F)=O.C(OC(=O)[NH:14][CH2:15][CH:16]1[C:24]2[C:19](=[CH:20][C:21]([O:25][C:26]3[CH:31]=[CH:30][C:29]([C:32](=[O:34])[NH2:33])=[CH:28][N:27]=3)=[CH:22][CH:23]=2)[CH2:18][CH2:17]1)(C)(C)C. (8) The reactants are: O[C:2]([CH:4]([C:6]1[CH:15]=[CH:14][C:9]([CH2:10][CH:11]([CH3:13])[CH3:12])=[CH:8][CH:7]=1)[CH3:5])=[O:3].C(Cl)(=O)C(Cl)=O.[CH3:22][O:23][C:24]([C:26]1[CH2:27][N:28]([CH2:32][CH2:33][CH2:34][CH2:35][CH2:36][CH2:37][CH2:38][CH2:39]O)[CH2:29][CH2:30][CH:31]=1)=[O:25].C(Cl)(Cl)Cl. Given the product [CH3:22][O:23][C:24]([C:26]1[CH2:27][N:28]([CH2:32][CH2:33][CH2:34][CH2:35][CH2:36][CH2:37][CH2:38][CH2:39][C:2](=[O:3])[CH:4]([C:6]2[CH:15]=[CH:14][C:9]([CH2:10][CH:11]([CH3:13])[CH3:12])=[CH:8][CH:7]=2)[CH3:5])[CH2:29][CH2:30][CH:31]=1)=[O:25], predict the reactants needed to synthesize it. (9) Given the product [CH2:1]([O:3][C:4]([C:6]1[N:7]=[C:8]([N:22]2[CH2:23][CH2:24][N:25]([CH2:28][CH2:29][OH:30])[CH2:26][CH2:27]2)[N:9]([CH3:21])[C:10](=[O:20])[C:11]=1[OH:12])=[O:5])[CH3:2], predict the reactants needed to synthesize it. The reactants are: [CH2:1]([O:3][C:4]([C:6]1[N:7]=[C:8]([N:22]2[CH2:27][CH2:26][N:25]([CH2:28][CH2:29][OH:30])[CH2:24][CH2:23]2)[N:9]([CH3:21])[C:10](=[O:20])[C:11]=1[O:12]CC1C=CC=CC=1)=[O:5])[CH3:2]. (10) The reactants are: C(N1[C:12]2[C:7](=[CH:8]C=CC=2)[C:6](=O)C1=O)CC.[Cl:15][C:16]1[CH:17]=[C:18]2[C:22](=[CH:23][CH:24]=1)[NH:21][C:20](=[O:25])[C:19]2=[O:26].BrCC(C)C. Given the product [Cl:15][C:16]1[CH:17]=[C:18]2[C:22](=[CH:23][CH:24]=1)[N:21]([CH2:6][CH:7]([CH3:12])[CH3:8])[C:20](=[O:25])[C:19]2=[O:26], predict the reactants needed to synthesize it.